From a dataset of Reaction yield outcomes from USPTO patents with 853,638 reactions. Predict the reaction yield, written as a fraction of the theoretical maximum amount of product (1.0 means a 100% yield; for example, 0.34 means a 34% yield). (1) The reactants are NN.O=C1C2C(=CC=CC=2)C(=O)[N:5]1[O:14][CH:15]1[CH2:20][CH2:19][N:18]([C:21]([O:23][C:24]([CH3:27])([CH3:26])[CH3:25])=[O:22])[CH2:17][CH2:16]1. The catalyst is C(O)C. The product is [NH2:5][O:14][CH:15]1[CH2:16][CH2:17][N:18]([C:21]([O:23][C:24]([CH3:27])([CH3:26])[CH3:25])=[O:22])[CH2:19][CH2:20]1. The yield is 0.880. (2) The yield is 0.790. The reactants are [Cl:1][C:2]1[CH:7]=[CH:6][C:5]([CH2:8][C@@H:9]([NH:32]C(=O)OC(C)(C)C)[C:10]([N:12]2[CH2:17][CH2:16][N:15]([C:18]3[CH:23]=[CH:22][N:21]=[C:20]4[NH:24][CH:25]=[C:26]([NH:27][C:28](=[O:31])[CH2:29][OH:30])[C:19]=34)[CH2:14][CH2:13]2)=[O:11])=[CH:4][CH:3]=1.C(O)(C(F)(F)F)=O.C1(N)C(F)=C(F)C(F)=C(N)C=1F.Cl.Cl. The catalyst is C(Cl)Cl. The product is [NH2:32][C@H:9]([CH2:8][C:5]1[CH:4]=[CH:3][C:2]([Cl:1])=[CH:7][CH:6]=1)[C:10]([N:12]1[CH2:13][CH2:14][N:15]([C:18]2[CH:23]=[CH:22][N:21]=[C:20]3[NH:24][CH:25]=[C:26]([NH:27][C:28](=[O:31])[CH2:29][OH:30])[C:19]=23)[CH2:16][CH2:17]1)=[O:11]. (3) The reactants are [C:1]([NH:4][C:5]1[CH:14]=[CH:13][CH:12]=[C:11]2[C:6]=1[CH:7]=[CH:8][C:9]([S:15](Cl)(=[O:17])=[O:16])=[CH:10]2)(=[O:3])[CH3:2].[CH2:19]([NH2:26])[C:20]1[CH:25]=[CH:24][CH:23]=[CH:22][CH:21]=1.C(N(CC)CC)C.O. The catalyst is O1CCCC1. The product is [C:1]([NH:4][C:5]1[CH:14]=[CH:13][CH:12]=[C:11]2[C:6]=1[CH:7]=[CH:8][C:9]([S:15]([NH:26][CH2:19][C:20]1[CH:25]=[CH:24][CH:23]=[CH:22][CH:21]=1)(=[O:17])=[O:16])=[CH:10]2)(=[O:3])[CH3:2]. The yield is 0.846. (4) The reactants are [Br:1][C:2]1[C:3](=[O:11])[N:4]([CH3:10])[C:5](=[O:9])[N:6](C)[CH:7]=1.BrC1C(=O)[NH:15]C(=O)NC=1. No catalyst specified. The product is [Br:1][C:2]1[C:3](=[O:11])[N:4]([CH3:10])[C:5](=[O:9])[N:6]([CH3:7])[N:15]=1. The yield is 0.820.